Dataset: Full USPTO retrosynthesis dataset with 1.9M reactions from patents (1976-2016). Task: Predict the reactants needed to synthesize the given product. (1) Given the product [CH2:1]([C:8]1[O:12][N:11]=[C:10]([C:13]([NH:15][C@H:16]2[CH2:22][O:21][C:20]3[CH:23]=[CH:24][C:25]([C:27]4[NH:31][N:30]=[N:29][N:28]=4)=[CH:26][C:19]=3[N:18]([CH3:36])[C:17]2=[O:37])=[O:14])[CH:9]=1)[C:2]1[CH:3]=[CH:4][CH:5]=[CH:6][CH:7]=1, predict the reactants needed to synthesize it. The reactants are: [CH2:1]([C:8]1[O:12][N:11]=[C:10]([C:13]([NH:15][C@H:16]2[CH2:22][O:21][C:20]3[CH:23]=[CH:24][C:25]([C:27]4[N:31](CCC#N)[N:30]=[N:29][N:28]=4)=[CH:26][C:19]=3[N:18]([CH3:36])[C:17]2=[O:37])=[O:14])[CH:9]=1)[C:2]1[CH:7]=[CH:6][CH:5]=[CH:4][CH:3]=1.[OH-].[Na+]. (2) Given the product [ClH:14].[NH:1]1[CH2:6][CH2:5][CH2:4][CH2:3][CH:2]1[CH2:7][C:8]([O:10][CH2:11][CH3:12])=[O:9], predict the reactants needed to synthesize it. The reactants are: [N:1]1[CH:6]=[CH:5][CH:4]=[CH:3][C:2]=1[CH2:7][C:8]([O:10][CH2:11][CH3:12])=[O:9].C(Cl)(Cl)[Cl:14].CO. (3) The reactants are: [Cl:1][C:2]1[CH:3]=[CH:4][C:5]2[C:11](=O)[C:10](=[CH:13]N(C)C)[CH2:9][C:8](=[O:17])[NH:7][C:6]=2[CH:18]=1.[CH3:19][O:20][C:21]1[CH:26]=[CH:25][C:24]([NH:27][C:28]([NH2:30])=[NH:29])=[CH:23][CH:22]=1. Given the product [Cl:1][C:2]1[CH:3]=[CH:4][C:5]2[C:11]3[N:29]=[C:28]([NH:27][C:24]4[CH:23]=[CH:22][C:21]([O:20][CH3:19])=[CH:26][CH:25]=4)[N:30]=[CH:13][C:10]=3[CH2:9][C:8](=[O:17])[NH:7][C:6]=2[CH:18]=1, predict the reactants needed to synthesize it. (4) Given the product [Cl:22][C:16]1[CH:15]=[C:14]([N:11]2[CH2:10][CH2:9][C:5]3[N:6]=[CH:7][N:8]=[C:3]([O:2][CH3:1])[C:4]=3[CH2:12]2)[CH:19]=[N:18][C:17]=1[O:20][CH3:21], predict the reactants needed to synthesize it. The reactants are: [CH3:1][O:2][C:3]1[C:4]2[CH2:12][NH:11][CH2:10][CH2:9][C:5]=2[N:6]=[CH:7][N:8]=1.Br[C:14]1[CH:15]=[C:16]([Cl:22])[C:17]([O:20][CH3:21])=[N:18][CH:19]=1.CC(C)([O-])C.[Na+].CC(C1C=C(C(C)C)C(C2C=CC=CC=2P(C2CCCCC2)C2CCCCC2)=C(C(C)C)C=1)C.